Dataset: CYP1A2 inhibition data for predicting drug metabolism from PubChem BioAssay. Task: Regression/Classification. Given a drug SMILES string, predict its absorption, distribution, metabolism, or excretion properties. Task type varies by dataset: regression for continuous measurements (e.g., permeability, clearance, half-life) or binary classification for categorical outcomes (e.g., BBB penetration, CYP inhibition). Dataset: cyp1a2_veith. (1) The drug is O=[N+]([O-])c1ccc(N/N=C\c2cccn2-c2ccccc2)nc1. The result is 1 (inhibitor). (2) The compound is CCC1(CC)C(=O)C=CNC1=O. The result is 0 (non-inhibitor). (3) The compound is O=P(O)(O)O[C@@H]1O[C@H](CO)[C@@H](O)[C@H](O)[C@@H]1O. The result is 0 (non-inhibitor). (4) The molecule is CCCCc1nc2ccccc2c(=O)n1-c1ccc(Cl)cc1[N+](=O)[O-]. The result is 0 (non-inhibitor).